This data is from Catalyst prediction with 721,799 reactions and 888 catalyst types from USPTO. The task is: Predict which catalyst facilitates the given reaction. (1) Reactant: [NH2:1][C:2]1[CH:3]=[C:4]2[C:9](=[CH:10][CH:11]=1)[N:8]([CH2:12][CH2:13][N:14]([CH3:16])[CH3:15])[C:7](=O)[CH2:6][CH2:5]2.[H-].[H-].[H-].[H-].[Li+].[Al+3].[OH-].[Na+].[O-]S([O-])(=O)=O.[Na+].[Na+]. Product: [CH3:15][N:14]([CH3:16])[CH2:13][CH2:12][N:8]1[C:9]2[C:4](=[CH:3][C:2]([NH2:1])=[CH:11][CH:10]=2)[CH2:5][CH2:6][CH2:7]1. The catalyst class is: 1. (2) Reactant: Cl.[CH:2]12[NH:8][CH:5]([CH2:6][CH2:7]1)[CH2:4][CH:3]2[CH2:9][OH:10].[CH3:11][C:12]1[CH:13]=[CH:14][C:15]([N:21]2[N:25]=[CH:24][CH:23]=[N:22]2)=[C:16]([CH:20]=1)[C:17](O)=[O:18].CN(C(ON1N=NC2C=CC=NC1=2)=[N+](C)C)C.F[P-](F)(F)(F)(F)F.O. Product: [NH3:8].[CH3:9][OH:10].[OH:10][CH2:9][CH:3]1[CH2:4][CH:5]2[N:8]([C:17]([C:16]3[CH:20]=[C:12]([CH3:11])[CH:13]=[CH:14][C:15]=3[N:21]3[N:25]=[CH:24][CH:23]=[N:22]3)=[O:18])[CH:2]1[CH2:7][CH2:6]2. The catalyst class is: 3. (3) Reactant: [Cl:1][C:2]1[CH:7]=[CH:6][C:5]([C@H:8]2[C@@H:12]([C:13]3[CH:18]=[CH:17][C:16]([Cl:19])=[CH:15][CH:14]=3)[NH:11][C:10]([C:20]3[CH:25]=[CH:24][C:23]([O:26][CH3:27])=[CH:22][C:21]=3[O:28][CH:29]([CH3:31])[CH3:30])=[N:9]2)=[CH:4][CH:3]=1.C(N(CC)CC)C.[C:39](Cl)([Cl:41])=[O:40]. Product: [Cl:1][C:2]1[CH:3]=[CH:4][C:5]([CH:8]2[CH:12]([C:13]3[CH:14]=[CH:15][C:16]([Cl:19])=[CH:17][CH:18]=3)[N:11]([C:39]([Cl:41])=[O:40])[C:10]([C:20]3[CH:25]=[CH:24][C:23]([O:26][CH3:27])=[CH:22][C:21]=3[O:28][CH:29]([CH3:31])[CH3:30])=[N:9]2)=[CH:6][CH:7]=1. The catalyst class is: 2. (4) Reactant: Br[CH2:2][C:3](=O)[C:4]([CH3:7])([CH3:6])[CH3:5].[CH3:9][C:10]1[CH:11]=[C:12]([CH:14]=[CH:15][C:16]=1[CH3:17])[NH2:13].Cl.O. Product: [C:4]([C:3]1[NH:13][C:12]2[C:14]([CH:2]=1)=[CH:15][C:16]([CH3:17])=[C:10]([CH3:9])[CH:11]=2)([CH3:7])([CH3:6])[CH3:5]. The catalyst class is: 162. (5) Reactant: CS(C)=O.C(Cl)(=O)C(Cl)=O.[Cl:11][C:12]1[C:17]2[O:18][C:19]3[C:28]([CH3:29])=[CH:27][C:26]([CH2:30][OH:31])=[CH:25][C:20]=3[S:21](=[O:24])(=[O:23])[CH2:22][C:16]=2[CH:15]=[C:14]([N:32]2[CH2:37][CH2:36][NH:35][CH2:34][CH2:33]2)[CH:13]=1.C(N(CC)CC)C. Product: [Cl:11][C:12]1[C:17]2[O:18][C:19]3[C:28]([CH3:29])=[CH:27][C:26]([CH:30]=[O:31])=[CH:25][C:20]=3[S:21](=[O:23])(=[O:24])[CH2:22][C:16]=2[CH:15]=[C:14]([N:32]2[CH2:33][CH2:34][NH:35][CH2:36][CH2:37]2)[CH:13]=1. The catalyst class is: 4. (6) Reactant: [OH:1][C:2]1[CH:10]=[CH:9][CH:8]=[C:4]([C:5]([OH:7])=[O:6])[C:3]=1[NH2:11].[F:12][C:13]1[CH:21]=[CH:20][C:16]([C:17](Cl)=O)=[CH:15][CH:14]=1.N1C=CC=CC=1.Cl.CC1C=CC(S(O)(=O)=O)=CC=1. Product: [C:5]([O-:7])(=[O:6])[CH3:4].[F:12][C:13]1[CH:21]=[CH:20][C:16]([C:17]2[O:1][C:2]3[C:3](=[C:4]([C:5]([OH:7])=[O:6])[CH:8]=[CH:9][CH:10]=3)[N:11]=2)=[CH:15][CH:14]=1. The catalyst class is: 727. (7) Reactant: C[O:2][C:3]([C:5]1[S:6][C:7]([C:30]2[CH:35]=[CH:34][CH:33]=[CH:32][CH:31]=2)=[CH:8][C:9]=1[NH:10][C:11]([NH:13][C:14]1[CH:19]=[CH:18][C:17]([O:20][CH2:21][CH2:22][N:23]2[CH2:27][CH2:26][CH2:25][CH2:24]2)=[C:16]([O:28][CH3:29])[CH:15]=1)=[S:12])=O.[C:36](=O)([O-])[O-].[K+].[K+].CI. Product: [CH3:29][O:28][C:16]1[CH:15]=[C:14]([N:13]2[C:3](=[O:2])[C:5]3[S:6][C:7]([C:30]4[CH:35]=[CH:34][CH:33]=[CH:32][CH:31]=4)=[CH:8][C:9]=3[N:10]=[C:11]2[S:12][CH3:36])[CH:19]=[CH:18][C:17]=1[O:20][CH2:21][CH2:22][N:23]1[CH2:24][CH2:25][CH2:26][CH2:27]1. The catalyst class is: 3. (8) Reactant: [OH-].[Na+].[NH2:3][CH2:4][CH2:5][CH2:6][O:7][C:8]1[CH:13]=[CH:12][C:11]([C:14]2[CH:19]=[CH:18][C:17]([C:20]([O:22]CC)=[O:21])=[CH:16][CH:15]=2)=[CH:10][C:9]=1[C:25]1[CH:34]=[CH:33][C:32]2[C:31]([CH3:36])([CH3:35])[CH2:30][CH2:29][C:28]([CH3:38])([CH3:37])[C:27]=2[CH:26]=1. Product: [NH2:3][CH2:4][CH2:5][CH2:6][O:7][C:8]1[CH:13]=[CH:12][C:11]([C:14]2[CH:15]=[CH:16][C:17]([C:20]([OH:22])=[O:21])=[CH:18][CH:19]=2)=[CH:10][C:9]=1[C:25]1[CH:34]=[CH:33][C:32]2[C:31]([CH3:36])([CH3:35])[CH2:30][CH2:29][C:28]([CH3:38])([CH3:37])[C:27]=2[CH:26]=1. The catalyst class is: 7.